From a dataset of Merck oncology drug combination screen with 23,052 pairs across 39 cell lines. Regression. Given two drug SMILES strings and cell line genomic features, predict the synergy score measuring deviation from expected non-interaction effect. (1) Drug 1: C=CCn1c(=O)c2cnc(Nc3ccc(N4CCN(C)CC4)cc3)nc2n1-c1cccc(C(C)(C)O)n1. Drug 2: O=C(O)C1(Cc2cccc(Nc3nccs3)n2)CCC(Oc2cccc(Cl)c2F)CC1. Cell line: EFM192B. Synergy scores: synergy=-0.166. (2) Drug 1: O=C(NOCC(O)CO)c1ccc(F)c(F)c1Nc1ccc(I)cc1F. Drug 2: CCC1(O)C(=O)OCc2c1cc1n(c2=O)Cc2cc3c(CN(C)C)c(O)ccc3nc2-1. Cell line: UWB1289. Synergy scores: synergy=3.15. (3) Drug 1: N#Cc1ccc(Cn2cncc2CN2CCN(c3cccc(Cl)c3)C(=O)C2)cc1. Drug 2: COC1CC2CCC(C)C(O)(O2)C(=O)C(=O)N2CCCCC2C(=O)OC(C(C)CC2CCC(OP(C)(C)=O)C(OC)C2)CC(=O)C(C)C=C(C)C(O)C(OC)C(=O)C(C)CC(C)C=CC=CC=C1C. Cell line: COLO320DM. Synergy scores: synergy=8.56. (4) Drug 1: O=S1(=O)NC2(CN1CC(F)(F)F)C1CCC2Cc2cc(C=CCN3CCC(C(F)(F)F)CC3)ccc2C1. Drug 2: N#Cc1ccc(Cn2cncc2CN2CCN(c3cccc(Cl)c3)C(=O)C2)cc1. Cell line: LOVO. Synergy scores: synergy=15.7. (5) Drug 1: C=CCn1c(=O)c2cnc(Nc3ccc(N4CCN(C)CC4)cc3)nc2n1-c1cccc(C(C)(C)O)n1. Drug 2: CCC1(O)C(=O)OCc2c1cc1n(c2=O)Cc2cc3c(CN(C)C)c(O)ccc3nc2-1. Cell line: NCIH2122. Synergy scores: synergy=2.51. (6) Drug 1: COC12C(COC(N)=O)C3=C(C(=O)C(C)=C(N)C3=O)N1CC1NC12. Drug 2: NC(=O)c1cccc2cn(-c3ccc(C4CCCNC4)cc3)nc12. Cell line: VCAP. Synergy scores: synergy=16.6.